The task is: Predict the product of the given reaction.. This data is from Forward reaction prediction with 1.9M reactions from USPTO patents (1976-2016). Given the reactants Br[C:2]1[CH:7]=[CH:6][C:5]([Br:8])=[CH:4][CH:3]=1.[Li]CCCC.CCCCCC.[CH2:20]([CH:23]1[CH2:28][CH2:27][C:26](=[O:29])[CH2:25][CH2:24]1)[CH2:21][CH3:22].O, predict the reaction product. The product is: [Br:8][C:5]1[CH:6]=[CH:7][C:2]([C:26]2([OH:29])[CH2:27][CH2:28][CH:23]([CH2:20][CH2:21][CH3:22])[CH2:24][CH2:25]2)=[CH:3][CH:4]=1.